Dataset: Aqueous solubility values for 9,982 compounds from the AqSolDB database. Task: Regression/Classification. Given a drug SMILES string, predict its absorption, distribution, metabolism, or excretion properties. Task type varies by dataset: regression for continuous measurements (e.g., permeability, clearance, half-life) or binary classification for categorical outcomes (e.g., BBB penetration, CYP inhibition). For this dataset (solubility_aqsoldb), we predict Y. (1) The molecule is CC1(C)SC2C(N=CN3CCCCCC3)C(=O)N2C1C(=O)O. The Y is -4.50 log mol/L. (2) The molecule is CCCCCCCCCCCCCCCCCCOCCCN(C)C. The Y is -6.85 log mol/L. (3) The drug is O=C(O)c1ccccc1Nc1cccc(Cl)c1. The Y is -5.30 log mol/L. (4) The compound is CC(C)COc1ccc2ccccc2c1. The Y is -5.21 log mol/L. (5) The compound is C=CS(=O)(=O)CCOCCNc1nc(F)nc(Nc2ccc(N=Nc3cc4c(S(=O)(=O)[O-])cc(S(=O)(=O)[O-])cc4cc3S(=O)(=O)[O-])c(NC(N)=O)c2)n1.[Na+].[Na+].[Na+]. The Y is -0.415 log mol/L. (6) The Y is -2.38 log mol/L. The drug is CC(C)CC(NC(=O)CC(O)C(CC(C)C)NC(=O)C(Cc1c[nH]cn1)NC(=O)C(Cc1ccccc1)NC(=O)OC(C)(C)C)C(=O)NCc1cc[n+]([O-])cc1. (7) The molecule is COP(=S)(OC)SCC(=O)N(C)C=O. The Y is -2.00 log mol/L.